Dataset: NCI-60 drug combinations with 297,098 pairs across 59 cell lines. Task: Regression. Given two drug SMILES strings and cell line genomic features, predict the synergy score measuring deviation from expected non-interaction effect. Drug 1: C1CCN(CC1)CCOC2=CC=C(C=C2)C(=O)C3=C(SC4=C3C=CC(=C4)O)C5=CC=C(C=C5)O. Drug 2: CCC(=C(C1=CC=CC=C1)C2=CC=C(C=C2)OCCN(C)C)C3=CC=CC=C3.C(C(=O)O)C(CC(=O)O)(C(=O)O)O. Cell line: HL-60(TB). Synergy scores: CSS=-8.99, Synergy_ZIP=7.53, Synergy_Bliss=5.32, Synergy_Loewe=-12.9, Synergy_HSA=-9.19.